From a dataset of Catalyst prediction with 721,799 reactions and 888 catalyst types from USPTO. Predict which catalyst facilitates the given reaction. (1) Reactant: [NH:1]1[CH2:6][CH2:5][NH:4][CH2:3][CH2:2]1.CC(C)([O-])C.[Na+].C1C=CC(P(C2C(C3C(P(C4C=CC=CC=4)C4C=CC=CC=4)=CC=C4C=3C=CC=C4)=C3C(C=CC=C3)=CC=2)C2C=CC=CC=2)=CC=1.[F:59][C:60]([F:70])([F:69])[O:61][C:62]1[CH:67]=[CH:66][C:65](Br)=[CH:64][CH:63]=1. Product: [F:59][C:60]([F:69])([F:70])[O:61][C:62]1[CH:67]=[CH:66][C:65]([N:1]2[CH2:6][CH2:5][NH:4][CH2:3][CH2:2]2)=[CH:64][CH:63]=1. The catalyst class is: 11. (2) Reactant: [NH2:1][C:2]1[C:3]2[N:4]([C:8]([C@@H:12]3[O:17][CH2:16][C@H:15]4[CH2:18][CH2:19][C:20](=[O:21])[N:14]4[CH2:13]3)=[N:9][C:10]=2Br)[CH:5]=[CH:6][N:7]=1.[CH3:22][O:23][C:24]1[CH:25]=[C:26]([CH:40]=[CH:41][C:42]=1B1OC(C)(C)C(C)(C)O1)[C:27]([NH:29][C:30]1[CH:35]=[C:34]([C:36]([F:39])([F:38])[F:37])[CH:33]=[CH:32][N:31]=1)=[O:28]. Product: [NH2:1][C:2]1[C:3]2[N:4]([C:8]([C@@H:12]3[O:17][CH2:16][C@H:15]4[CH2:18][CH2:19][C:20](=[O:21])[N:14]4[CH2:13]3)=[N:9][C:10]=2[C:42]2[CH:41]=[CH:40][C:26]([C:27]([NH:29][C:30]3[CH:35]=[C:34]([C:36]([F:39])([F:37])[F:38])[CH:33]=[CH:32][N:31]=3)=[O:28])=[CH:25][C:24]=2[O:23][CH3:22])[CH:5]=[CH:6][N:7]=1. The catalyst class is: 38. (3) The catalyst class is: 2. Product: [Br:2][C:3]1[C:11]2[C:6](=[N:7][CH:8]=[C:9]([C:12]3[CH:17]=[CH:16][CH:15]=[CH:14][CH:13]=3)[CH:10]=2)[N:5]([C:32]([O:31][C:27]([CH3:30])([CH3:29])[CH3:28])=[O:33])[CH:4]=1. Reactant: Br.[Br:2][C:3]1[C:11]2[C:6](=[N:7][CH:8]=[C:9]([C:12]3[CH:17]=[CH:16][CH:15]=[CH:14][CH:13]=3)[CH:10]=2)[NH:5][CH:4]=1.C(N(C(C)C)CC)(C)C.[C:27]([O:31][C:32](O[C:32]([O:31][C:27]([CH3:30])([CH3:29])[CH3:28])=[O:33])=[O:33])([CH3:30])([CH3:29])[CH3:28].CN(C1C=CC=CN=1)C. (4) Reactant: [Br:1][C:2]1[N:6]([CH:7]2[CH2:12][CH2:11][N:10](C(OC(C)(C)C)=O)[CH2:9][CH2:8]2)[N:5]=[CH:4][CH:3]=1.[C:20]([OH:26])([C:22]([F:25])([F:24])[F:23])=[O:21]. Product: [F:23][C:22]([F:25])([F:24])[C:20]([OH:26])=[O:21].[Br:1][C:2]1[N:6]([CH:7]2[CH2:12][CH2:11][NH:10][CH2:9][CH2:8]2)[N:5]=[CH:4][CH:3]=1. The catalyst class is: 2. (5) Reactant: [C:1]([C:3]1[CH:11]=[CH:10][C:6]([C:7](Cl)=[O:8])=[CH:5][C:4]=1[F:12])#[N:2].[CH2:13]([O:15][C:16](=[O:21])[C:17]([NH2:20])=[N:18]O)[CH3:14].C(O)C. Product: [CH2:13]([O:15][C:16]([C:17]1[N:20]=[C:7]([C:6]2[CH:10]=[CH:11][C:3]([C:1]#[N:2])=[C:4]([F:12])[CH:5]=2)[O:8][N:18]=1)=[O:21])[CH3:14]. The catalyst class is: 15. (6) Reactant: [NH2:1][C@H:2]1[CH2:6][CH2:5][N:4]([C:7]([C:9]2[S:10][CH:11]=[CH:12][N:13]=2)=[O:8])[CH2:3]1.[C:14]([N:21]1[CH2:24][CH2:23][C:22]1=O)([O:16][C:17]([CH3:20])([CH3:19])[CH3:18])=[O:15].CCN(CC)CC.[BH-](OC(C)=O)(OC(C)=O)OC(C)=O.[Na+].C([O-])(O)=O.[Na+]. Product: [S:10]1[CH:11]=[CH:12][N:13]=[C:9]1[C:7]([N:4]1[CH2:5][CH2:6][C@H:2]([NH:1][CH:23]2[CH2:22][N:21]([C:14]([O:16][C:17]([CH3:20])([CH3:19])[CH3:18])=[O:15])[CH2:24]2)[CH2:3]1)=[O:8]. The catalyst class is: 478. (7) Reactant: [F:1][C:2]([F:17])([F:16])[C:3]1[CH:8]=[CH:7][C:6]([C:9]2[CH:14]=[CH:13][C:12]([NH2:15])=[CH:11][CH:10]=2)=[CH:5][CH:4]=1.[S-:18][C:19]#[N:20].[K+].BrBr.[NH4+].[OH-]. Product: [F:1][C:2]([F:16])([F:17])[C:3]1[CH:8]=[CH:7][C:6]([C:9]2[CH:14]=[CH:13][C:12]3[N:15]=[C:19]([NH2:20])[S:18][C:11]=3[CH:10]=2)=[CH:5][CH:4]=1. The catalyst class is: 15. (8) The catalyst class is: 2. Product: [C:16]([CH2:18][C:19]([N:5]1[CH2:6][CH2:7][C@@H:2]([CH3:1])[C@@H:3]([N:8]([CH3:22])[C:9](=[O:15])[O:10][C:11]([CH3:14])([CH3:13])[CH3:12])[CH2:4]1)=[O:21])#[N:17]. Reactant: [CH3:1][C@@H:2]1[CH2:7][CH2:6][NH:5][CH2:4][C@@H:3]1[NH:8][C:9](=[O:15])[O:10][C:11]([CH3:14])([CH3:13])[CH3:12].[C:16]([CH2:18][C:19]([OH:21])=O)#[N:17].[CH3:22]CN=C=NCCCN(C)C.C(N(CC)CC)C. (9) The catalyst class is: 3. Product: [CH3:52][C:22]([CH3:21])([CH3:53])[C:23]([O:25][CH2:26][C@@H:27]([C:28]1[CH:29]=[CH:30][C:31]([C:34]([F:35])([F:37])[F:36])=[CH:32][CH:33]=1)[C@H:38]([NH:39][C:45]([O:47][C:48]([CH3:49])([CH3:50])[CH3:51])=[O:46])[CH2:42][N:7]([C:5]1[S:6][C:2]([Br:1])=[CH:3][N:4]=1)[C:8]([O:9][C:10]([CH3:11])([CH3:13])[CH3:12])=[O:14])=[O:24]. Reactant: [Br:1][C:2]1[S:6][C:5]([NH:7][C:8](=[O:14])[O:9][C:10]([CH3:13])([CH3:12])[CH3:11])=[N:4][CH:3]=1.C([O-])([O-])=O.[Cs+].[Cs+].[CH3:21][C:22]([CH3:53])([CH3:52])[C:23]([O:25][CH2:26][C@H:27]([C@H:38]1[CH2:42]OS(=O)(=O)[N:39]1[C:45]([O:47][C:48]([CH3:51])([CH3:50])[CH3:49])=[O:46])[C:28]1[CH:33]=[CH:32][C:31]([C:34]([F:37])([F:36])[F:35])=[CH:30][CH:29]=1)=[O:24]. (10) Reactant: [CH3:1][O:2][C:3]1[CH:4]=[C:5]2[C:9](=[CH:10][CH:11]=1)[NH:8][C:7]([C:12](Cl)=[O:13])=[CH:6]2.O[N:16]=[C:17]([CH:19]1[CH2:21][CH2:20]1)[NH2:18].O. Product: [CH:19]1([C:17]2[N:18]=[C:12]([C:7]3[NH:8][C:9]4[C:5]([CH:6]=3)=[CH:4][C:3]([O:2][CH3:1])=[CH:11][CH:10]=4)[O:13][N:16]=2)[CH2:21][CH2:20]1. The catalyst class is: 22.